Task: Predict which catalyst facilitates the given reaction.. Dataset: Catalyst prediction with 721,799 reactions and 888 catalyst types from USPTO Reactant: [Si:1]([O:8][CH2:9][C:10]1([CH3:38])[S:16][CH2:15][CH2:14][N:13]2[C:17]([C:20]3([C:23]4[CH:28]=[CH:27][C:26](B5OC(C)(C)C(C)(C)O5)=[CH:25][CH:24]=4)[CH2:22][CH2:21]3)=[N:18][N:19]=[C:12]2[CH2:11]1)([C:4]([CH3:7])([CH3:6])[CH3:5])([CH3:3])[CH3:2].Br[C:40]1[N:45]=[C:44]([C:46]#[N:47])[CH:43]=[CH:42][CH:41]=1.C(=O)([O-])[O-].[K+].[K+].C(=O)([O-])O.[Na+]. Product: [Si:1]([O:8][CH2:9][C:10]1([CH3:38])[S:16][CH2:15][CH2:14][N:13]2[C:17]([C:20]3([C:23]4[CH:28]=[CH:27][C:26]([C:40]5[N:45]=[C:44]([C:46]#[N:47])[CH:43]=[CH:42][CH:41]=5)=[CH:25][CH:24]=4)[CH2:21][CH2:22]3)=[N:18][N:19]=[C:12]2[CH2:11]1)([C:4]([CH3:5])([CH3:6])[CH3:7])([CH3:2])[CH3:3]. The catalyst class is: 437.